From a dataset of Full USPTO retrosynthesis dataset with 1.9M reactions from patents (1976-2016). Predict the reactants needed to synthesize the given product. (1) Given the product [CH2:12]([O:14][C:15](=[O:27])[C:16]1[CH:17]=[C:18]([O:19][CH3:20])[C:21]([O:22][CH2:2][C:3]2[C:8]([CH3:9])=[N:7][C:6]([CH3:10])=[C:5]([CH3:11])[N:4]=2)=[C:23]([O:24][CH3:25])[CH:26]=1)[CH3:13], predict the reactants needed to synthesize it. The reactants are: Br[CH2:2][C:3]1[C:8]([CH3:9])=[N:7][C:6]([CH3:10])=[C:5]([CH3:11])[N:4]=1.[CH2:12]([O:14][C:15](=[O:27])[C:16]1[CH:26]=[C:23]([O:24][CH3:25])[C:21]([OH:22])=[C:18]([O:19][CH3:20])[CH:17]=1)[CH3:13].C(=O)([O-])[O-].[K+].[K+].CN(C=O)C. (2) Given the product [CH3:16][NH:15][CH2:13][C:12]1[CH:17]=[CH:18][CH:19]=[C:20]([N+:21]([O-:23])=[O:22])[C:11]=1[O:10][CH2:9][CH2:8][O:7][CH2:6][CH2:5][O:4][CH2:3][CH2:2][OH:1], predict the reactants needed to synthesize it. The reactants are: [OH:1][CH2:2][CH2:3][O:4][CH2:5][CH2:6][O:7][CH2:8][CH2:9][O:10][C:11]1[C:20]([N+:21]([O-:23])=[O:22])=[CH:19][CH:18]=[CH:17][C:12]=1[C:13]([NH:15][CH3:16])=O.B.C1COCC1.[OH-].[Na+].[NH4+].[OH-]. (3) Given the product [Cl:29][C:30]1[CH:31]=[C:32]([C:7]2[CH2:12][CH2:11][N:10]([C:13]([O:15][CH2:16][C:17]3[CH:18]=[CH:19][CH:20]=[CH:21][CH:22]=3)=[O:14])[CH2:9][C:8]=2[C:23]([O:25][CH3:26])=[O:24])[CH:33]=[CH:34][C:35]=1[C:36]([F:37])([F:38])[F:39], predict the reactants needed to synthesize it. The reactants are: FC(F)(F)S(O[CH:7]1[CH2:12][CH2:11][N:10]([C:13]([O:15][CH2:16][C:17]2[CH:22]=[CH:21][CH:20]=[CH:19][CH:18]=2)=[O:14])[CH2:9][CH:8]1[C:23]([O:25][CH3:26])=[O:24])(=O)=O.[Cl:29][C:30]1[CH:31]=[C:32](B(O)O)[CH:33]=[CH:34][C:35]=1[C:36]([F:39])([F:38])[F:37].C([O-])([O-])=O.[Na+].[Na+].CCOCC.